Dataset: Forward reaction prediction with 1.9M reactions from USPTO patents (1976-2016). Task: Predict the product of the given reaction. (1) Given the reactants [C:1]([O:5][C:6](=[O:20])[NH:7][C:8]1[CH:13]=[C:12]([O:14][CH3:15])[C:11]([CH3:16])=[C:10]([O:17][CH3:18])[C:9]=1[Br:19])([CH3:4])([CH3:3])[CH3:2].C1C(=O)N([Br:28])C(=O)C1.CC(N=NC(C#N)(C)C)(C#N)C, predict the reaction product. The product is: [C:1]([O:5][C:6](=[O:20])[NH:7][C:8]1[CH:13]=[C:12]([O:14][CH3:15])[C:11]([CH2:16][Br:28])=[C:10]([O:17][CH3:18])[C:9]=1[Br:19])([CH3:4])([CH3:2])[CH3:3]. (2) Given the reactants [CH:1]1([CH:7]([NH:21][C:22]2[CH:30]=[CH:29][C:25]([C:26]([OH:28])=O)=[CH:24][CH:23]=2)[C:8]2[CH:12]=[C:11]([CH:13]3[CH2:18][CH2:17][O:16][CH2:15][CH2:14]3)[S:10][C:9]=2[CH2:19][CH3:20])[CH2:6][CH2:5][CH2:4][CH2:3][CH2:2]1.Cl.[NH2:32][CH2:33][CH2:34][C:35]([O:37]CC)=[O:36].O.ON1C2C=CC=CC=2N=N1.Cl.C(N=C=NCCCN(C)C)C.[Cl-].[NH4+].[OH-].[Na+], predict the reaction product. The product is: [CH:1]1([CH:7]([NH:21][C:22]2[CH:23]=[CH:24][C:25]([C:26]([NH:32][CH2:33][CH2:34][C:35]([OH:37])=[O:36])=[O:28])=[CH:29][CH:30]=2)[C:8]2[CH:12]=[C:11]([CH:13]3[CH2:14][CH2:15][O:16][CH2:17][CH2:18]3)[S:10][C:9]=2[CH2:19][CH3:20])[CH2:6][CH2:5][CH2:4][CH2:3][CH2:2]1. (3) The product is: [ClH:2].[Cl:2][C:3]1[CH:8]=[CH:7][CH:6]=[CH:5][C:4]=1[C:9]1[N:10]([CH2:26][CH2:27][NH:28][C:29](=[O:32])[O:30][CH3:31])[C:11]2[C:16]([N:17]=1)=[C:15]([N:18]1[CH2:23][CH2:22][N:21]([CH3:24])[CH2:20][CH2:19]1)[N:14]=[C:13]([CH3:25])[N:12]=2. Given the reactants Cl.[Cl:2][C:3]1[CH:8]=[CH:7][CH:6]=[CH:5][C:4]=1[C:9]1[N:10]([CH2:26][CH2:27][NH:28][C:29](=[O:32])[O:30][CH3:31])[C:11]2[C:16]([N:17]=1)=[C:15]([N:18]1[CH2:23][CH2:22][N:21]([CH3:24])[CH2:20][CH2:19]1)[N:14]=[C:13]([CH3:25])[N:12]=2, predict the reaction product. (4) Given the reactants Br[C:2]1[CH:7]=[CH:6][C:5]([N:8]=[S:9]([CH3:14])([N:11]([CH3:13])[CH3:12])=[O:10])=[CH:4][CH:3]=1.[CH3:15][C:16]1([CH3:32])[C:20]([CH3:22])([CH3:21])[O:19][B:18]([B:18]2[O:19][C:20]([CH3:22])([CH3:21])[C:16]([CH3:32])([CH3:15])[O:17]2)[O:17]1.C([O-])(=O)C.[K+], predict the reaction product. The product is: [CH3:12][N:11]([CH3:13])[S:9]([CH3:14])(=[N:8][C:5]1[CH:6]=[CH:7][C:2]([B:18]2[O:19][C:20]([CH3:22])([CH3:21])[C:16]([CH3:32])([CH3:15])[O:17]2)=[CH:3][CH:4]=1)=[O:10]. (5) Given the reactants Br[C:2]1[CH:10]=[CH:9][CH:8]=[CH:7][C:3]=1[C:4]([OH:6])=[O:5], predict the reaction product. The product is: [CH2:2]([C:3]1([CH3:4])[C:2]2[C:3](=[CH:7][CH:8]=[CH:9][CH:10]=2)[C:4](=[O:5])[O:6]1)[CH3:10]. (6) Given the reactants [CH2:1]([O:3][C:4]([C@@H:6]1[C@H:8]([C:9]2[CH:14]=[CH:13][CH:12]=[CH:11][CH:10]=2)[C@H:7]1[C:15]1[CH:20]=[CH:19][CH:18]=[CH:17][C:16]=1Br)=[O:5])[CH3:2].[CH3:22]B1OB(C)OB(C)O1.C(=O)([O-])[O-].[Cs+].[Cs+], predict the reaction product. The product is: [CH2:1]([O:3][C:4]([C@H:6]1[C@H:7]([C:15]2[CH:20]=[CH:19][CH:18]=[CH:17][C:16]=2[CH3:22])[C@H:8]1[C:9]1[CH:10]=[CH:11][CH:12]=[CH:13][CH:14]=1)=[O:5])[CH3:2]. (7) Given the reactants [I:1][C:2]1[C:3]([O:20][CH2:21][CH2:22][O:23][Si](C)(C)C)=[CH:4][C:5]([CH:17]([CH3:19])[CH3:18])=[C:6]([CH:16]=1)[O:7][C:8]1[C:9]([NH2:15])=[N:10][C:11]([NH2:14])=[N:12][CH:13]=1, predict the reaction product. The product is: [NH2:14][C:11]1[N:10]=[C:9]([NH2:15])[C:8]([O:7][C:6]2[C:5]([CH:17]([CH3:18])[CH3:19])=[CH:4][C:3]([O:20][CH2:21][CH2:22][OH:23])=[C:2]([I:1])[CH:16]=2)=[CH:13][N:12]=1. (8) Given the reactants [CH:1]1([NH:9][CH2:10][CH2:11]O)[CH2:8][CH2:7][CH2:6][CH2:5][CH2:4][CH2:3][CH2:2]1.O=S(Cl)[Cl:15], predict the reaction product. The product is: [Cl-:15].[CH:1]1([NH2+:9][CH2:10][CH2:11][Cl:15])[CH2:8][CH2:7][CH2:6][CH2:5][CH2:4][CH2:3][CH2:2]1.